From a dataset of Full USPTO retrosynthesis dataset with 1.9M reactions from patents (1976-2016). Predict the reactants needed to synthesize the given product. (1) Given the product [C:9]([O:8][C:6](=[O:7])[NH:1][CH2:2][C@@H:3]([OH:5])[CH3:4])([CH3:12])([CH3:11])[CH3:10], predict the reactants needed to synthesize it. The reactants are: [NH2:1][CH2:2][C@@H:3]([OH:5])[CH3:4].[C:6](O[C:6]([O:8][C:9]([CH3:12])([CH3:11])[CH3:10])=[O:7])([O:8][C:9]([CH3:12])([CH3:11])[CH3:10])=[O:7].C(OCC)(=O)C. (2) Given the product [CH:23]1([N:22]2[C:21]3[CH:29]=[CH:30][C:31]([C:33]([OH:35])=[O:34])=[CH:32][C:20]=3[N:19]=[C:18]2[C:13]2[CH:14]=[C:15]3[C:10](=[CH:11][CH:12]=2)[N:9]=[C:8]([CH2:43][CH2:42][CH2:40][OH:39])[CH:17]=[CH:16]3)[CH2:28][CH2:27][CH2:26][CH2:25][CH2:24]1, predict the reactants needed to synthesize it. The reactants are: BrC1C=CC(O)=C([C:8]2[CH:17]=[CH:16][C:15]3[C:10](=[CH:11][CH:12]=[C:13]([C:18]4[N:22]([CH:23]5[CH2:28][CH2:27][CH2:26][CH2:25][CH2:24]5)[C:21]5[CH:29]=[CH:30][C:31]([C:33]([OH:35])=[O:34])=[CH:32][C:20]=5[N:19]=4)[CH:14]=3)[N:9]=2)C=1.C([O:39][C:40]([C:42]1C=CC2N(C3CCCCC3)C(C3C=CC(N)=C(C=O)C=3)=NC=2[CH:43]=1)=O)C.OCCCC(=O)C.[OH-].[K+]. (3) Given the product [C:19]([CH:17]([CH:15]([C:14]([OH:23])=[O:22])[OH:16])[OH:18])([OH:21])=[O:20].[Cl:1][C:2]1[CH:3]=[CH:4][C:5]2[CH2:11][CH2:10][NH:9][CH2:8][C@H:7]([CH3:12])[C:6]=2[CH:13]=1.[Cl:1][C:2]1[CH:3]=[CH:4][C:5]2[CH2:11][CH2:10][NH:9][CH2:8][C@H:7]([CH3:12])[C:6]=2[CH:13]=1, predict the reactants needed to synthesize it. The reactants are: [Cl:1][C:2]1[CH:3]=[CH:4][C:5]2[CH2:11][CH2:10][NH:9][CH2:8][CH:7]([CH3:12])[C:6]=2[CH:13]=1.[C:14]([OH:23])(=[O:22])[C@@H:15]([C@H:17]([C:19]([OH:21])=[O:20])[OH:18])[OH:16]. (4) Given the product [C:22]1([C:15]2[CH:16]=[CH:21][CH:20]=[CH:19][CH:18]=2)[CH:23]=[CH:24][C:25](/[CH:28]=[CH:29]/[C:30]([O:32][CH2:33][CH3:34])=[O:31])=[CH:26][CH:27]=1, predict the reactants needed to synthesize it. The reactants are: C1(C2C=CC=CC=2)C=CC(C=O)=CC=1.[CH2:15]([C:22]1[CH:27]=[CH:26][C:25](/[CH:28]=[CH:29]/[C:30]([O:32][CH2:33][CH3:34])=[O:31])=[CH:24][CH:23]=1)[C:16]1[CH:21]=[CH:20][CH:19]=[CH:18]C=1. (5) Given the product [C:11]([O:10][C:8]([NH:26][CH2:23][C:3]1[O:4][CH:5]=[CH:6][CH:7]=1)=[O:9])([CH3:14])([CH3:13])[CH3:12], predict the reactants needed to synthesize it. The reactants are: CN[C:3]1[O:4][CH:5]=[CH:6][CH:7]=1.[C:8](O[C:8]([O:10][C:11]([CH3:14])([CH3:13])[CH3:12])=[O:9])([O:10][C:11]([CH3:14])([CH3:13])[CH3:12])=[O:9].[CH:23]([N:26](C(C)C)CC)(C)C. (6) Given the product [Br:12][CH2:10][C:9]([C:4]1[CH:3]=[C:2]([F:1])[CH:7]=[C:6]([F:8])[CH:5]=1)=[O:11], predict the reactants needed to synthesize it. The reactants are: [F:1][C:2]1[CH:3]=[C:4]([C:9](=[O:11])[CH3:10])[CH:5]=[C:6]([F:8])[CH:7]=1.[Br:12]Br. (7) The reactants are: Cl.[O:2]=[C:3]1[NH:12][C:11]2[N:10]=[CH:9][C:8](/[CH:13]=[CH:14]/[C:15]([OH:17])=O)=[CH:7][C:6]=2[CH2:5][CH2:4]1.Cl.[NH:19]1[CH2:22][CH:21]([O:23][CH2:24][C:25]2[S:26][CH:27]=[CH:28][N:29]=2)[CH2:20]1.CCN(C(C)C)C(C)C.CCN=C=NCCCN(C)C. Given the product [O:17]=[C:15]([N:19]1[CH2:22][CH:21]([O:23][CH2:24][C:25]2[S:26][CH:27]=[CH:28][N:29]=2)[CH2:20]1)/[CH:14]=[CH:13]/[C:8]1[CH:7]=[C:6]2[C:11](=[N:10][CH:9]=1)[NH:12][C:3](=[O:2])[CH2:4][CH2:5]2, predict the reactants needed to synthesize it.